Dataset: Catalyst prediction with 721,799 reactions and 888 catalyst types from USPTO. Task: Predict which catalyst facilitates the given reaction. (1) Reactant: [N:1]1[C:10]2[C:5](=[CH:6][C:7]([C:11]([O:13][CH3:14])=[O:12])=[CH:8][CH:9]=2)[CH:4]=[CH:3][CH:2]=1.[Cl:15]C1C=CC=C(C(OO)=O)C=1. Product: [Cl:15][C:2]1[CH:3]=[CH:4][C:5]2[C:10](=[CH:9][CH:8]=[C:7]([C:11]([O:13][CH3:14])=[O:12])[CH:6]=2)[N:1]=1. The catalyst class is: 2. (2) Reactant: [C:1]([CH:3]1[CH2:6][N:5]([C:7](=[O:43])[C@H:8]([NH:12][C:13]([C:15]2[C:23]3[C:18](=[N:19][CH:20]=[C:21]([N:24]4[CH2:32][C:31]5[C:26](=[CH:27][CH:28]=[CH:29][C:30]=5[Cl:33])[C:25]4=[O:34])[N:22]=3)[N:17](COCC[Si](C)(C)C)[CH:16]=2)=[O:14])[CH:9]2[CH2:11][CH2:10]2)[CH2:4]1)#[N:2].FC(F)(F)C(O)=O.C(N)CN. Product: [C:1]([CH:3]1[CH2:6][N:5]([C:7](=[O:43])[C@H:8]([NH:12][C:13]([C:15]2[C:23]3[C:18](=[N:19][CH:20]=[C:21]([N:24]4[CH2:32][C:31]5[C:26](=[CH:27][CH:28]=[CH:29][C:30]=5[Cl:33])[C:25]4=[O:34])[N:22]=3)[NH:17][CH:16]=2)=[O:14])[CH:9]2[CH2:10][CH2:11]2)[CH2:4]1)#[N:2]. The catalyst class is: 4. (3) Reactant: CO[C:3](=O)[NH:4][C:5]1[CH:24]=[CH:23][C:8]2[N:9]([CH2:16][CH:17]3[CH2:22][CH2:21][CH2:20][CH2:19][CH2:18]3)[C:10]([C:12]([CH3:15])([CH3:14])[CH3:13])=[N:11][C:7]=2[CH:6]=1.Cl.CCOCC.[H-].[H-].[H-].[H-].[Li+].[Al+3]. Product: [C:12]([C:10]1[N:9]([CH2:16][CH:17]2[CH2:22][CH2:21][CH2:20][CH2:19][CH2:18]2)[C:8]2[CH:23]=[CH:24][C:5]([NH:4][CH3:3])=[CH:6][C:7]=2[N:11]=1)([CH3:15])([CH3:13])[CH3:14]. The catalyst class is: 1. (4) Reactant: C(=O)([O-])[O-].[Cs+].[Cs+].[NH2:7][C:8]1[CH:9]=[C:10]([OH:14])[CH:11]=[CH:12][CH:13]=1.Cl[C:16]1[C:25]2[C:20](=[CH:21][C:22]([O:29][CH3:30])=[C:23]([O:26][CH2:27][CH3:28])[CH:24]=2)[N:19]=[CH:18][N:17]=1. Product: [CH2:27]([O:26][C:23]1[CH:24]=[C:25]2[C:20](=[CH:21][C:22]=1[O:29][CH3:30])[N:19]=[CH:18][N:17]=[C:16]2[O:14][C:10]1[CH:9]=[C:8]([CH:13]=[CH:12][CH:11]=1)[NH2:7])[CH3:28]. The catalyst class is: 56.